Dataset: Reaction yield outcomes from USPTO patents with 853,638 reactions. Task: Predict the reaction yield, written as a fraction of the theoretical maximum amount of product (1.0 means a 100% yield; for example, 0.34 means a 34% yield). (1) The catalyst is CCO.C(Cl)Cl. The product is [F:10][C:11]1[CH:18]=[CH:17][C:14]([CH:15]2[C:2]([C:1]([O:7][CH2:8][CH3:9])=[O:6])=[C:3]([CH3:5])[NH:19][C:3]([CH3:5])=[C:2]2[C:1]([O:7][CH2:8][CH3:9])=[O:20])=[CH:13][CH:12]=1. The reactants are [C:1]([O:7][CH2:8][CH3:9])(=[O:6])[CH2:2][C:3]([CH3:5])=O.[F:10][C:11]1[CH:18]=[CH:17][C:14]([CH:15]=O)=[CH:13][CH:12]=1.[NH4+:19].[OH-:20]. The yield is 0.580. (2) The reactants are [ClH:1].C([N:5]([CH2:9][CH2:10][C:11]1[CH:16]=[CH:15][CH:14]=[CH:13][CH:12]=1)[CH2:6][CH2:7][SH:8])(=O)C. The catalyst is C(O)(=O)C. The product is [ClH:1].[SH:8][CH2:7][CH2:6][NH:5][CH2:9][CH2:10][C:11]1[CH:16]=[CH:15][CH:14]=[CH:13][CH:12]=1. The yield is 0.500. (3) The reactants are Br[CH2:2][CH2:3][CH2:4][C:5]1[CH:10]=[CH:9][C:8]([C:11]2[CH:16]=[CH:15][C:14]([C:17]([O:19][CH2:20][CH3:21])=[O:18])=[CH:13][CH:12]=2)=[CH:7][C:6]=1[C:22]1[CH:27]=[CH:26][C:25]([N:28]([CH2:31][CH3:32])[CH2:29][CH3:30])=[C:24]([C:33]([CH3:36])([CH3:35])[CH3:34])[CH:23]=1.[C:37]1(=[O:47])[C:45]2[C:40](=[CH:41][CH:42]=[CH:43][CH:44]=2)[C:39](=[O:46])[NH:38]1.C(=O)([O-])[O-].[K+].[K+].Cl. The catalyst is CN(C)C=O.O. The product is [C:33]([C:24]1[CH:23]=[C:22]([C:6]2[CH:7]=[C:8]([C:11]3[CH:16]=[CH:15][C:14]([C:17]([O:19][CH2:20][CH3:21])=[O:18])=[CH:13][CH:12]=3)[CH:9]=[CH:10][C:5]=2[CH2:4][CH2:3][CH2:2][N:38]2[C:39](=[O:46])[C:40]3[C:45](=[CH:44][CH:43]=[CH:42][CH:41]=3)[C:37]2=[O:47])[CH:27]=[CH:26][C:25]=1[N:28]([CH2:29][CH3:30])[CH2:31][CH3:32])([CH3:36])([CH3:35])[CH3:34]. The yield is 0.860. (4) The reactants are [NH2:1][C:2]1[CH:6]=[C:5]([CH3:7])[O:4][N:3]=1.[C:8](O[C:8]([O:10][C:11]([CH3:14])([CH3:13])[CH3:12])=[O:9])([O:10][C:11]([CH3:14])([CH3:13])[CH3:12])=[O:9].[OH-].[Na+].CCOC(C)=O. The yield is 0.630. The product is [C:11]([O:10][C:8](=[O:9])[NH:1][C:2]1[CH:6]=[C:5]([CH3:7])[O:4][N:3]=1)([CH3:14])([CH3:13])[CH3:12]. The catalyst is N1C=CC=CC=1.CO.O. (5) The reactants are Br[C:2]1[CH:9]=[CH:8][CH:7]=[CH:6][C:3]=1[CH:4]=[O:5].[CH3:10][N:11]1[CH:15]=[C:14](B2OC(C)(C)C(C)(C)O2)[CH:13]=[N:12]1.C(=O)([O-])[O-].[Na+].[Na+]. The catalyst is Cl[Pd](Cl)([P](C1C=CC=CC=1)(C1C=CC=CC=1)C1C=CC=CC=1)[P](C1C=CC=CC=1)(C1C=CC=CC=1)C1C=CC=CC=1.C(#N)C. The product is [CH3:10][N:11]1[CH:15]=[C:14]([C:2]2[CH:9]=[CH:8][CH:7]=[CH:6][C:3]=2[CH:4]=[O:5])[CH:13]=[N:12]1. The yield is 0.960. (6) The reactants are [CH3:1][C:2]1[CH:3]=[CH:4][C:5]2[S:9][C:8]([S:10](Cl)(=[O:12])=[O:11])=[CH:7][C:6]=2[CH:14]=1.[NH2:15][C:16]1[CH:17]=[C:18]([C:22]2[NH:26][N:25]=[N:24][N:23]=2)[CH:19]=[CH:20][CH:21]=1. No catalyst specified. The product is [CH3:1][C:2]1[CH:3]=[CH:4][C:5]2[S:9][C:8]([S:10]([NH:15][C:16]3[CH:21]=[CH:20][CH:19]=[C:18]([C:22]4[NH:26][N:25]=[N:24][N:23]=4)[CH:17]=3)(=[O:12])=[O:11])=[CH:7][C:6]=2[CH:14]=1. The yield is 0.250. (7) The reactants are [N+:1]([C:4]1[CH:11]=[C:10]([N+:12]([O-:14])=[O:13])[CH:9]=[CH:8][C:5]=1[CH:6]=O)([O-:3])=[O:2].C(N(C(C)C)C(C)C)C.[Cl-].[Li+].C(OP([CH2:34][C:35]([O:37][CH2:38][CH3:39])=[O:36])(OCC)=O)C. The yield is 0.840. The catalyst is CC#N. The product is [N+:1]([C:4]1[CH:11]=[C:10]([N+:12]([O-:14])=[O:13])[CH:9]=[CH:8][C:5]=1/[CH:6]=[CH:34]/[C:35]([O:37][CH2:38][CH3:39])=[O:36])([O-:3])=[O:2].